From a dataset of NCI-60 drug combinations with 297,098 pairs across 59 cell lines. Regression. Given two drug SMILES strings and cell line genomic features, predict the synergy score measuring deviation from expected non-interaction effect. (1) Drug 2: CN1C2=C(C=C(C=C2)N(CCCl)CCCl)N=C1CCCC(=O)O.Cl. Drug 1: C1C(C(OC1N2C=NC3=C(N=C(N=C32)Cl)N)CO)O. Cell line: LOX IMVI. Synergy scores: CSS=19.9, Synergy_ZIP=-8.55, Synergy_Bliss=-2.17, Synergy_Loewe=-22.5, Synergy_HSA=-2.28. (2) Drug 1: C1=CC(=CC=C1CC(C(=O)O)N)N(CCCl)CCCl.Cl. Drug 2: CN(CCCl)CCCl.Cl. Cell line: HCT-15. Synergy scores: CSS=30.6, Synergy_ZIP=-7.53, Synergy_Bliss=3.50, Synergy_Loewe=-3.62, Synergy_HSA=1.10.